Predict the reactants needed to synthesize the given product. From a dataset of Full USPTO retrosynthesis dataset with 1.9M reactions from patents (1976-2016). (1) Given the product [ClH:1].[CH3:31][N:3]([CH3:2])[CH:4]1[CH2:9][CH2:8][N:7]([C:10](=[O:30])[CH2:11][CH2:12][C:13]2[N:14]([CH2:18][C:19]([O:21][CH2:22][CH2:23][CH2:24][CH2:25][CH2:26][CH2:27][CH2:28][CH3:29])=[O:20])[CH:15]=[CH:16][N:17]=2)[CH2:6][CH2:5]1, predict the reactants needed to synthesize it. The reactants are: [ClH:1].[CH3:2][N:3]([CH3:31])[CH:4]1[CH2:9][CH2:8][N:7]([C:10](=[O:30])[CH2:11][CH2:12][C:13]2[N:14]([CH2:18][C:19]([O:21][CH2:22][CH2:23][CH2:24][CH2:25][CH2:26][CH2:27][CH2:28][CH3:29])=[O:20])[CH:15]=[CH:16][N:17]=2)[CH2:6][CH2:5]1. (2) Given the product [ClH:1].[N:2]12[CH2:9][CH2:8][CH:5]([CH2:6][CH2:7]1)[C@@H:4]([NH:10][C:11]([C:13]1[S:14][C:15]3[C:21]([C:22]4[CH:30]=[CH:29][CH:28]=[C:24]([C:25]([NH:37][CH2:36][CH2:35][CH2:34][O:33][CH2:31][CH3:32])=[O:27])[CH:23]=4)=[CH:20][CH:19]=[CH:18][C:16]=3[CH:17]=1)=[O:12])[CH2:3]2, predict the reactants needed to synthesize it. The reactants are: [ClH:1].[N:2]12[CH2:9][CH2:8][CH:5]([CH2:6][CH2:7]1)[C@@H:4]([NH:10][C:11]([C:13]1[S:14][C:15]3[C:21]([C:22]4[CH:23]=[C:24]([CH:28]=[CH:29][CH:30]=4)[C:25]([OH:27])=O)=[CH:20][CH:19]=[CH:18][C:16]=3[CH:17]=1)=[O:12])[CH2:3]2.[CH2:31]([O:33][CH2:34][CH2:35][CH2:36][NH2:37])[CH3:32]. (3) Given the product [OH:1][CH2:2][CH2:3][O:4][C:5]1[CH:14]=[CH:13][C:8]([C:9]([OH:11])=[O:10])=[CH:7][C:6]=1[CH3:15], predict the reactants needed to synthesize it. The reactants are: [OH:1][CH2:2][CH2:3][O:4][C:5]1[CH:14]=[CH:13][C:8]([C:9]([O:11]C)=[O:10])=[CH:7][C:6]=1[CH3:15].[OH-].[Na+]. (4) Given the product [CH2:1]([O:3][C:4]1[CH:9]=[CH:8][CH:7]=[CH:6][C:5]=1[CH2:10][CH2:11][N:12]1[CH:16]=[C:15]([C:17]2[CH:22]=[C:21]([C:23]3[N:27]=[N:28][NH:29][N:24]=3)[CH:20]=[CH:19][N:18]=2)[N:14]=[CH:13]1)[CH3:2], predict the reactants needed to synthesize it. The reactants are: [CH2:1]([O:3][C:4]1[CH:9]=[CH:8][CH:7]=[CH:6][C:5]=1[CH2:10][CH2:11][N:12]1[CH:16]=[C:15]([C:17]2[CH:22]=[C:21]([C:23]#[N:24])[CH:20]=[CH:19][N:18]=2)[N:14]=[CH:13]1)[CH3:2].[NH4+].[Cl-].[N-:27]=[N+:28]=[N-:29].[Na+].Cl.[OH-].[Na+]. (5) Given the product [CH2:1]([C:3]1[CH:4]=[CH:5][C:6]([CH:9]2[CH2:10][CH:11]([C:23]3[O:24][N:36]=[C:34]([C:28]4[CH:29]=[C:30]([CH3:33])[CH:31]=[CH:32][N:27]=4)[N:35]=3)[CH2:12][N:13]([C:15]([N:17]3[CH2:22][CH2:21][O:20][CH2:19][CH2:18]3)=[O:16])[CH2:14]2)=[CH:7][CH:8]=1)[CH3:2], predict the reactants needed to synthesize it. The reactants are: [CH2:1]([C:3]1[CH:8]=[CH:7][C:6]([CH:9]2[CH2:14][N:13]([C:15]([N:17]3[CH2:22][CH2:21][O:20][CH2:19][CH2:18]3)=[O:16])[CH2:12][CH:11]([C:23](O)=[O:24])[CH2:10]2)=[CH:5][CH:4]=1)[CH3:2].O[N:27]1[CH:32]=[CH:31][C:30]([CH3:33])=[CH:29][CH:28]1[C:34](=[NH:36])[NH2:35]. (6) Given the product [Br:1][C:2]1[CH:3]=[C:4]2[C:5]([C:8]([C:10]3[CH:15]=[CH:14][CH:13]=[CH:12][N:11]=3)=[N:17][NH:18]2)=[CH:6][CH:7]=1, predict the reactants needed to synthesize it. The reactants are: [Br:1][C:2]1[CH:7]=[CH:6][C:5]([C:8]([C:10]2[CH:15]=[CH:14][CH:13]=[CH:12][N:11]=2)=O)=[C:4](F)[CH:3]=1.[NH:17](C(OC(C)(C)C)=O)[NH2:18].C(O)(=O)C.